Dataset: Catalyst prediction with 721,799 reactions and 888 catalyst types from USPTO. Task: Predict which catalyst facilitates the given reaction. (1) Reactant: [CH3:1][N:2]1[CH2:7][CH2:6][NH:5][CH2:4][CH2:3]1.[OH:8][CH2:9][C:10]1[CH:11]=[C:12]([NH:16][C:17](=[O:23])[O:18][CH2:19][CH2:20][CH2:21]Cl)[CH:13]=[CH:14][CH:15]=1.O.C(OCC)(=O)C. Product: [OH:8][CH2:9][C:10]1[CH:11]=[C:12]([NH:16][C:17](=[O:23])[O:18][CH2:19][CH2:20][CH2:21][N:5]2[CH2:6][CH2:7][N:2]([CH3:1])[CH2:3][CH2:4]2)[CH:13]=[CH:14][CH:15]=1. The catalyst class is: 10. (2) Product: [CH2:1]([NH:28][CH2:27][C:24]1[CH:25]=[CH:26][C:21]([CH2:20][N:19]([CH2:18][C:10]2[NH:9][C:13]3[CH:14]=[CH:15][CH:16]=[CH:17][C:12]=3[N:11]=2)[CH:29]2[C:38]3[N:37]=[CH:36][CH:35]=[CH:34][C:33]=3[CH2:32][CH2:31][CH2:30]2)=[CH:22][CH:23]=1)[C:2]1[CH:7]=[CH:6][CH:5]=[CH:4][CH:3]=1. Reactant: [CH:1](=O)[C:2]1[CH:7]=[CH:6][CH:5]=[CH:4][CH:3]=1.[NH:9]1[C:13]2[CH:14]=[CH:15][CH:16]=[CH:17][C:12]=2[N:11]=[C:10]1[CH2:18][N:19]([CH:29]1[C:38]2[N:37]=[CH:36][CH:35]=[CH:34][C:33]=2[CH2:32][CH2:31][CH2:30]1)[CH2:20][C:21]1[CH:26]=[CH:25][C:24]([CH2:27][NH2:28])=[CH:23][CH:22]=1.[BH4-].[Na+]. The catalyst class is: 5. (3) Reactant: C1C[CH2:5][CH:4]([N:7]=C=[N:7][CH:4]2[CH2:5]CC[CH2:2][CH2:3]2)[CH2:3][CH2:2]1.[CH2:16]([NH:23][CH2:24][C:25]([O:27]CC)=O)[C:17]1[CH:22]=[CH:21][CH:20]=[CH:19][CH:18]=1.C(O)(C(F)(F)F)=[O:31]. Product: [CH2:3]([C@@H:4]1[NH:7][C:25](=[O:27])[CH2:24][N:23]([CH2:16][C:17]2[CH:18]=[CH:19][CH:20]=[CH:21][CH:22]=2)[C:5]1=[O:31])[CH3:2]. The catalyst class is: 2. (4) Reactant: CN(C(ON1N=NC2C=CC=NC1=2)=[N+](C)C)C.F[P-](F)(F)(F)(F)F.CCN(C(C)C)C(C)C.[CH3:34][O:35][C:36]1[CH:41]=[CH:40][C:39]([CH2:42][C@H:43]([NH:47][C:48](=[O:60])[C@@H:49]([NH:51][C:52]([C:54]2[O:58][N:57]=[C:56]([CH3:59])[CH:55]=2)=[O:53])[CH3:50])[C:44]([OH:46])=O)=[CH:38][CH:37]=1.[NH2:61][C@@H:62]([CH2:69][CH:70]1[CH2:74][CH2:73][CH2:72][CH2:71]1)[C:63]([C@@:65]1([CH3:68])[CH2:67][O:66]1)=[O:64]. Product: [CH:70]1([CH2:69][C@H:62]([NH:61][C:44](=[O:46])[C@@H:43]([NH:47][C:48](=[O:60])[C@@H:49]([NH:51][C:52]([C:54]2[O:58][N:57]=[C:56]([CH3:59])[CH:55]=2)=[O:53])[CH3:50])[CH2:42][C:39]2[CH:38]=[CH:37][C:36]([O:35][CH3:34])=[CH:41][CH:40]=2)[C:63]([C@@:65]2([CH3:68])[CH2:67][O:66]2)=[O:64])[CH2:74][CH2:73][CH2:72][CH2:71]1. The catalyst class is: 3. (5) Product: [Br:1][C:2]1[C:7](=[O:8])[N:6]([CH:9]([CH3:15])[C:10]([OH:12])=[O:11])[N:5]=[CH:4][C:3]=1[NH:16][C@@H:17]1[CH2:22][C@@H:21]2[CH2:23][C@@H:19]([C:20]2([CH3:24])[CH3:25])[C@H:18]1[CH3:26]. Reactant: [Br:1][C:2]1[C:7](=[O:8])[N:6]([CH:9]([CH3:15])[C:10]([O:12]CC)=[O:11])[N:5]=[CH:4][C:3]=1[NH:16][C@@H:17]1[CH2:22][C@@H:21]2[CH2:23][C@@H:19]([C:20]2([CH3:25])[CH3:24])[C@H:18]1[CH3:26].[OH-].[Na+].C(OCC)(=O)C. The catalyst class is: 12. (6) Reactant: [NH2:1][C:2]1[C:3]2[CH:14]=[CH:13][CH:12]=[CH:11][C:4]=2[S:5][C:6]=1[C:7]([O:9][CH3:10])=[O:8].[O:15]1CC[CH2:17][CH2:16]1.[H-].[Na+].C(Cl)(=O)C. Product: [C:16]([NH:1][C:2]1[C:3]2[CH:14]=[CH:13][CH:12]=[CH:11][C:4]=2[S:5][C:6]=1[C:7]([O:9][CH3:10])=[O:8])(=[O:15])[CH3:17]. The catalyst class is: 6.